Dataset: Forward reaction prediction with 1.9M reactions from USPTO patents (1976-2016). Task: Predict the product of the given reaction. (1) Given the reactants [C@H:1]12[CH2:6][C@H:5]1[CH2:4][NH:3][C@@H:2]2[CH2:7][NH:8][C:9]([C:11]1[N:18]2[C:14]([S:15][CH:16]=[CH:17]2)=[N:13][C:12]=1[CH3:19])=[O:10].[C:20]1([C:26]2[C:27]([C:32](O)=[O:33])=[N:28][CH:29]=[CH:30][N:31]=2)[CH:25]=[CH:24][CH:23]=[CH:22][CH:21]=1, predict the reaction product. The product is: [C:20]1([C:26]2[C:27]([C:32]([N:3]3[CH2:4][C@H:5]4[C@H:1]([CH2:6]4)[C@H:2]3[CH2:7][NH:8][C:9]([C:11]3[N:18]4[C:14]([S:15][CH:16]=[CH:17]4)=[N:13][C:12]=3[CH3:19])=[O:10])=[O:33])=[N:28][CH:29]=[CH:30][N:31]=2)[CH:21]=[CH:22][CH:23]=[CH:24][CH:25]=1. (2) Given the reactants [CH2:1]([C:3]1[N:12]([C:13]2[CH:18]=[CH:17][C:16]([CH2:19][CH2:20]O)=[CH:15][CH:14]=2)[C:6]2=[N:7][C:8]([CH3:11])=[CH:9][CH:10]=[C:5]2[N:4]=1)[CH3:2].N(C(OCC)=O)=NC(OCC)=O.C1(P(C2C=CC=CC=2)C2C=CC=CC=2)C=CC=CC=1.C1(P([N:67]=[N+:68]=[N-:69])(C2C=CC=CC=2)=O)C=CC=CC=1, predict the reaction product. The product is: [CH2:1]([C:3]1[N:12]([C:13]2[CH:18]=[CH:17][C:16]([CH2:19][CH2:20][N:67]=[N+:68]=[N-:69])=[CH:15][CH:14]=2)[C:6]2=[N:7][C:8]([CH3:11])=[CH:9][CH:10]=[C:5]2[N:4]=1)[CH3:2]. (3) Given the reactants Cl.[Cl:2][C:3]1[CH:4]=[C:5]([C@@H:9]([OH:34])[CH2:10][NH:11][CH2:12][CH2:13][C:14]2[CH:19]=[CH:18][C:17]([S:20]([C:23]3[CH:24]=[C:25]([CH:31]=[CH:32][CH:33]=3)[C:26]([O:28][CH2:29][CH3:30])=[O:27])(=[O:22])=[O:21])=[CH:16][CH:15]=2)[CH:6]=[CH:7][CH:8]=1.[OH-].[Na+].[C:37](O[C:37]([O:39][C:40]([CH3:43])([CH3:42])[CH3:41])=[O:38])([O:39][C:40]([CH3:43])([CH3:42])[CH3:41])=[O:38], predict the reaction product. The product is: [C:40]([O:39][C:37]([N:11]([CH2:12][CH2:13][C:14]1[CH:15]=[CH:16][C:17]([S:20]([C:23]2[CH:24]=[C:25]([CH:31]=[CH:32][CH:33]=2)[C:26]([O:28][CH2:29][CH3:30])=[O:27])(=[O:22])=[O:21])=[CH:18][CH:19]=1)[CH2:10][C@@H:9]([C:5]1[CH:6]=[CH:7][CH:8]=[C:3]([Cl:2])[CH:4]=1)[OH:34])=[O:38])([CH3:43])([CH3:42])[CH3:41].